Task: Predict the reactants needed to synthesize the given product.. Dataset: Full USPTO retrosynthesis dataset with 1.9M reactions from patents (1976-2016) (1) Given the product [C:14]1([CH2:20][C:21]([NH:23][C@@H:24]2[C:52](=[O:53])[N:26]3[C:27]([C:36]([O:38][CH:39]([C:40]4[CH:41]=[CH:42][CH:43]=[CH:44][CH:45]=4)[C:46]4[CH:47]=[CH:48][CH:49]=[CH:50][CH:51]=4)=[O:37])=[C:28]([S:12][C:9]4[S:10][CH:11]=[C:7]([C:4]5[CH:3]=[CH:2][N:1]=[CH:6][CH:5]=5)[N:8]=4)[CH2:29][S:30][C@H:25]23)=[O:22])[CH:19]=[CH:18][CH:17]=[CH:16][CH:15]=1, predict the reactants needed to synthesize it. The reactants are: [N:1]1[CH:6]=[CH:5][C:4]([C:7]2[N:8]=[C:9]([SH:12])[S:10][CH:11]=2)=[CH:3][CH:2]=1.[Na].[C:14]1([CH2:20][C:21]([NH:23][C@@H:24]2[C:52](=[O:53])[N:26]3[C:27]([C:36]([O:38][CH:39]([C:46]4[CH:51]=[CH:50][CH:49]=[CH:48][CH:47]=4)[C:40]4[CH:45]=[CH:44][CH:43]=[CH:42][CH:41]=4)=[O:37])=[C:28](OS(C)(=O)=O)[CH2:29][S:30][C@H:25]23)=[O:22])[CH:19]=[CH:18][CH:17]=[CH:16][CH:15]=1.C(O)(=O)C. (2) Given the product [C:22]([CH2:17][CH2:12][O:13][C:14](=[O:15])[CH2:9][C:7](=[O:8])[CH2:6][CH2:5][CH2:4][N:1]=[N+:2]=[N-:3])#[N:23], predict the reactants needed to synthesize it. The reactants are: [N:1]([CH2:4][CH2:5][CH2:6][C:7]([CH:9]1[C:14](=[O:15])[O:13][C:12]([CH3:17])(C)OC1=O)=[O:8])=[N+:2]=[N-:3].OCC[C:22]#[N:23].C(=O)=O. (3) Given the product [CH2:1]([O:3][C:4]([C:6]1([C:9]2[CH:10]=[CH:11][C:12]([C:15]3[CH:20]=[CH:19][C:18]([C:21]4[O:25][N:24]=[C:23]([CH3:26])[C:22]=4[NH:27][C:29]4[CH:34]=[CH:33][CH:32]=[C:31]([O:35][CH2:36][CH3:37])[N:30]=4)=[CH:17][CH:16]=3)=[CH:13][CH:14]=2)[CH2:8][CH2:7]1)=[O:5])[CH3:2], predict the reactants needed to synthesize it. The reactants are: [CH2:1]([O:3][C:4]([C:6]1([C:9]2[CH:14]=[CH:13][C:12]([C:15]3[CH:20]=[CH:19][C:18]([C:21]4[O:25][N:24]=[C:23]([CH3:26])[C:22]=4[NH2:27])=[CH:17][CH:16]=3)=[CH:11][CH:10]=2)[CH2:8][CH2:7]1)=[O:5])[CH3:2].Br[C:29]1[CH:34]=[CH:33][CH:32]=[C:31]([O:35][CH2:36][CH3:37])[N:30]=1. (4) Given the product [C:1]([C:5]1[C:6]([OH:24])=[C:7]([C:12]([CH3:23])=[C:13]([N:15]([C:16]2[CH:17]=[CH:18][C:19]([Cl:22])=[CH:20][CH:21]=2)[CH3:26])[CH:14]=1)[C:8]([OH:10])=[O:9])([CH3:3])([CH3:2])[CH3:4], predict the reactants needed to synthesize it. The reactants are: [C:1]([C:5]1[C:6]([O:24]C)=[C:7]([C:12]([CH3:23])=[C:13]([NH:15][C:16]2[CH:21]=[CH:20][C:19]([Cl:22])=[CH:18][CH:17]=2)[CH:14]=1)[C:8]([O:10]C)=[O:9])([CH3:4])([CH3:3])[CH3:2].[C:26]([BH3-])#N.[Na+].C=O.C(O)(=O)C. (5) Given the product [CH3:24][C@@H:22]1[CH2:23][N:19]([C:17]([O:16][C:12]([CH3:13])([CH3:15])[CH3:14])=[O:18])[C@H:20]([C:25]([O:27][CH2:2][C:3]([C:5]2[CH:10]=[CH:9][C:8]([Br:11])=[CH:7][CH:6]=2)=[O:4])=[O:26])[CH2:21]1, predict the reactants needed to synthesize it. The reactants are: Br[CH2:2][C:3]([C:5]1[CH:10]=[CH:9][C:8]([Br:11])=[CH:7][CH:6]=1)=[O:4].[C:12]([O:16][C:17]([N:19]1[CH2:23][C@@H:22]([CH3:24])[CH2:21][C@H:20]1[C:25]([OH:27])=[O:26])=[O:18])([CH3:15])([CH3:14])[CH3:13].C(N(CC)CC)C. (6) Given the product [CH3:16][S:17]([O:1][CH2:2][C@@H:3]1[CH2:4][CH2:5][C:6](=[O:8])[NH:7]1)(=[O:19])=[O:18], predict the reactants needed to synthesize it. The reactants are: [OH:1][CH2:2][C@H:3]1[NH:7][C:6](=[O:8])[CH2:5][CH2:4]1.C(N(CC)CC)C.[CH3:16][S:17](Cl)(=[O:19])=[O:18]. (7) The reactants are: [CH3:1][C:2]1[N:3]=[C:4]([C:9]2[CH:14]=[CH:13][C:12]([C:15]([F:18])([F:17])[F:16])=[CH:11][CH:10]=2)[S:5][C:6]=1[CH2:7]O.C(N(CC)CC)C.CS([Cl:30])(=O)=O. Given the product [Cl:30][CH2:7][C:6]1[S:5][C:4]([C:9]2[CH:14]=[CH:13][C:12]([C:15]([F:18])([F:17])[F:16])=[CH:11][CH:10]=2)=[N:3][C:2]=1[CH3:1], predict the reactants needed to synthesize it.